From a dataset of Forward reaction prediction with 1.9M reactions from USPTO patents (1976-2016). Predict the product of the given reaction. (1) Given the reactants [CH:1]1([CH:7]([NH:24][C:25]2[CH:33]=[CH:32][C:28]([C:29](O)=[O:30])=[CH:27][CH:26]=2)[C:8]2[CH:12]=[C:11]([C:13]3[CH:18]=[CH:17][C:16]([C:19]([F:22])([F:21])[F:20])=[CH:15][CH:14]=3)[S:10][C:9]=2[CH3:23])[CH2:6][CH2:5][CH2:4][CH2:3][CH2:2]1.Cl.[NH2:35][CH2:36][CH2:37][C:38]([O:40]CC)=[O:39].O.ON1C2C=CC=CC=2N=N1.Cl.C(N=C=NCCCN(C)C)C.Cl.[OH-].[Na+], predict the reaction product. The product is: [CH:1]1([CH:7]([NH:24][C:25]2[CH:26]=[CH:27][C:28]([C:29]([NH:35][CH2:36][CH2:37][C:38]([OH:40])=[O:39])=[O:30])=[CH:32][CH:33]=2)[C:8]2[CH:12]=[C:11]([C:13]3[CH:18]=[CH:17][C:16]([C:19]([F:22])([F:20])[F:21])=[CH:15][CH:14]=3)[S:10][C:9]=2[CH3:23])[CH2:6][CH2:5][CH2:4][CH2:3][CH2:2]1. (2) Given the reactants [C:1]([C:3]1[C:4]([N:15]2[CH2:20][CH2:19][CH:18]([CH2:21][C:22]([OH:24])=O)[CH2:17][CH2:16]2)=[N:5][C:6]([CH3:14])=[C:7]([C:9]([O:11][CH2:12][CH3:13])=[O:10])[CH:8]=1)#[N:2].CCN=C=NCCCN(C)C.C1C=CC2N(O)N=NC=2C=1.[C:46]1([S:52]([NH2:55])(=[O:54])=[O:53])[CH:51]=[CH:50][CH:49]=[CH:48][CH:47]=1.CCN(C(C)C)C(C)C, predict the reaction product. The product is: [C:1]([C:3]1[C:4]([N:15]2[CH2:16][CH2:17][CH:18]([CH2:21][C:22](=[O:24])[NH:55][S:52]([C:46]3[CH:51]=[CH:50][CH:49]=[CH:48][CH:47]=3)(=[O:54])=[O:53])[CH2:19][CH2:20]2)=[N:5][C:6]([CH3:14])=[C:7]([CH:8]=1)[C:9]([O:11][CH2:12][CH3:13])=[O:10])#[N:2]. (3) Given the reactants [N:1]1[CH:6]=[CH:5][CH:4]=[CH:3][C:2]=1[N:7]1[CH2:12][CH2:11][NH:10][CH2:9][CH2:8]1.[C:13]1([CH3:25])[CH:18]=[C:17]([CH3:19])[CH:16]=[C:15]([CH3:20])[C:14]=1[S:21](Cl)(=[O:23])=[O:22], predict the reaction product. The product is: [N:1]1[CH:6]=[CH:5][CH:4]=[CH:3][C:2]=1[N:7]1[CH2:8][CH2:9][N:10]([S:21]([C:14]2[C:15]([CH3:20])=[CH:16][C:17]([CH3:19])=[CH:18][C:13]=2[CH3:25])(=[O:23])=[O:22])[CH2:11][CH2:12]1. (4) The product is: [C:1]([O:5][C:6](=[O:31])[NH:7][C@H:8]1[CH2:9][CH2:10][C@@H:11]([N:14]2[C:15](=[O:16])[C:17]3[CH:22]=[C:21]([F:23])[CH:20]=[N:19][C:18]=3[N:24]([CH2:25][CH2:26][CH2:27][N:28]([CH3:30])[CH3:29])[C:32]2=[O:33])[CH2:12][CH2:13]1)([CH3:4])([CH3:3])[CH3:2]. Given the reactants [C:1]([O:5][C:6](=[O:31])[NH:7][C@H:8]1[CH2:13][CH2:12][C@@H:11]([NH:14][C:15]([C:17]2[C:18]([NH:24][CH2:25][CH2:26][CH2:27][N:28]([CH3:30])[CH3:29])=[N:19][CH:20]=[C:21]([F:23])[CH:22]=2)=[O:16])[CH2:10][CH2:9]1)([CH3:4])([CH3:3])[CH3:2].[C:32](N1C=CN=C1)(N1C=CN=C1)=[O:33].[H-].[Na+], predict the reaction product. (5) Given the reactants [OH-].[Na+].[CH3:3][O:4][CH2:5][CH2:6][O:7][CH2:8][CH2:9][OH:10].[CH2:11]([O:15][CH2:16][CH2:17][O:18][CH2:19][CH2:20][O:21][CH3:22])[CH:12]1[O:14][CH2:13]1.Cl, predict the reaction product. The product is: [CH3:3][O:4][CH2:5][CH2:6][O:7][CH2:8][CH2:9][O:10][CH2:13][CH:12]([OH:14])[CH2:11][O:15][CH2:16][CH2:17][O:18][CH2:19][CH2:20][O:21][CH3:22]. (6) Given the reactants Cl.[NH2:2][C:3]1[CH:8]=[CH:7][C:6]([N:9]2[CH2:14][CH2:13][C:12](=[O:15])[CH2:11][CH2:10]2)=[CH:5][CH:4]=1.C(N(CC)CC)C.[N:23]1[CH:28]=[CH:27][CH:26]=[C:25]([S:29](Cl)(=[O:31])=[O:30])[CH:24]=1, predict the reaction product. The product is: [O:15]=[C:12]1[CH2:11][CH2:10][N:9]([C:6]2[CH:7]=[CH:8][C:3]([NH:2][S:29]([C:25]3[CH:24]=[N:23][CH:28]=[CH:27][CH:26]=3)(=[O:31])=[O:30])=[CH:4][CH:5]=2)[CH2:14][CH2:13]1.